This data is from Catalyst prediction with 721,799 reactions and 888 catalyst types from USPTO. The task is: Predict which catalyst facilitates the given reaction. Reactant: [Br:1][C:2]1[N:7]2[C:8]([CH3:11])=[CH:9][N:10]=[C:6]2[C:5](Br)=[N:4][CH:3]=1.[O:13]1[CH2:18][CH2:17][N:16]([C:19]2[CH:25]=[CH:24][C:22]([NH2:23])=[CH:21][CH:20]=2)[CH2:15][CH2:14]1.CCN(C(C)C)C(C)C. Product: [Br:1][C:2]1[N:7]2[C:8]([CH3:11])=[CH:9][N:10]=[C:6]2[C:5]([NH:23][C:22]2[CH:21]=[CH:20][C:19]([N:16]3[CH2:17][CH2:18][O:13][CH2:14][CH2:15]3)=[CH:25][CH:24]=2)=[N:4][CH:3]=1. The catalyst class is: 51.